The task is: Predict the reactants needed to synthesize the given product.. This data is from Full USPTO retrosynthesis dataset with 1.9M reactions from patents (1976-2016). Given the product [OH:34][C@H:33]([C:32]1[C:24]([CH3:23])=[C:25]2[C:29](=[CH:30][CH:31]=1)[C:28](=[O:36])[O:27][CH2:26]2)[CH2:35][N:20]1[CH2:21][CH2:22][C:15]2([O:14][CH2:13][CH2:12][N:11]([C:8]3[CH:7]=[CH:6][C:5]([S:2]([CH3:1])(=[O:3])=[O:4])=[CH:10][N:9]=3)[C:16]2=[O:17])[CH2:18][CH2:19]1, predict the reactants needed to synthesize it. The reactants are: [CH3:1][S:2]([C:5]1[CH:6]=[CH:7][C:8]([N:11]2[C:16](=[O:17])[C:15]3([CH2:22][CH2:21][NH:20][CH2:19][CH2:18]3)[O:14][CH2:13][CH2:12]2)=[N:9][CH:10]=1)(=[O:4])=[O:3].[CH3:23][C:24]1[C:32]([C@@H:33]2[CH2:35][O:34]2)=[CH:31][CH:30]=[C:29]2[C:25]=1[CH2:26][O:27][C:28]2=[O:36].